Predict the reaction yield, written as a fraction of the theoretical maximum amount of product (1.0 means a 100% yield; for example, 0.34 means a 34% yield). From a dataset of Reaction yield outcomes from USPTO patents with 853,638 reactions. (1) The reactants are C[O:2][C:3](=[O:34])[C@H:4]([O:6][C:7]1[CH:12]=[CH:11][C:10]([CH2:13][NH:14][C:15]([C:17]2[C:18]([O:23][C:24]3[CH:32]=[CH:31][C:27]4[O:28][CH2:29][O:30][C:26]=4[CH:25]=3)=[N:19][CH:20]=[CH:21][CH:22]=2)=[O:16])=[C:9]([F:33])[CH:8]=1)[CH3:5].[OH-].[Na+].CO.Cl. The catalyst is O. The product is [O:28]1[C:27]2[CH:31]=[CH:32][C:24]([O:23][C:18]3[C:17]([C:15]([NH:14][CH2:13][C:10]4[CH:11]=[CH:12][C:7]([O:6][C@H:4]([CH3:5])[C:3]([OH:34])=[O:2])=[CH:8][C:9]=4[F:33])=[O:16])=[CH:22][CH:21]=[CH:20][N:19]=3)=[CH:25][C:26]=2[O:30][CH2:29]1. The yield is 0.760. (2) The reactants are [CH2:1]1[C:3]2([CH2:7][CH:6](CS([O-])(=O)=O)[CH2:5][O:4]2)[CH2:2]1.[OH:13][C:14]1[CH:23]=[C:22]2[C:17]([C:18]([O:24][C:25]3[CH:30]=[CH:29][C:28]([N:31]([C:40]4[CH:45]=[CH:44][CH:43]=[CH:42][CH:41]=4)[C:32]([C:34]4([C:37]([NH2:39])=[O:38])[CH2:36][CH2:35]4)=[O:33])=[CH:27][C:26]=3[F:46])=[CH:19][CH:20]=[N:21]2)=[CH:16][CH:15]=1.C(=O)([O-])[O-].[Cs+].[Cs+]. The catalyst is CN(C)C(=O)C. The product is [CH2:2]1[C:3]2([CH2:7][CH:6]([O:13][C:14]3[CH:23]=[C:22]4[C:17]([C:18]([O:24][C:25]5[CH:30]=[CH:29][C:28]([N:31]([C:40]6[CH:41]=[CH:42][CH:43]=[CH:44][CH:45]=6)[C:32]([C:34]6([C:37]([NH2:39])=[O:38])[CH2:36][CH2:35]6)=[O:33])=[CH:27][C:26]=5[F:46])=[CH:19][CH:20]=[N:21]4)=[CH:16][CH:15]=3)[CH2:5][O:4]2)[CH2:1]1. The yield is 0.180. (3) The catalyst is C([O-])(=O)C.[Cu+2].C([O-])(=O)C.ClCCl. The yield is 0.800. The reactants are [CH2:1]([C:5]1[N:6]=[C:7]([CH3:27])[NH:8][C:9](=[O:26])[C:10]=1[CH2:11][C:12]1[CH:17]=[CH:16][C:15]([C:18]2[C:19]([C:24]#[N:25])=[CH:20][CH:21]=[CH:22][CH:23]=2)=[CH:14][CH:13]=1)[CH2:2][CH2:3][CH3:4].[CH3:28][C:29]1([CH3:42])[CH2:38][CH2:37][C:36]2[C:31](=[CH:32][CH:33]=[C:34](B(O)O)[CH:35]=2)[O:30]1.[N:43]1C=CC=CC=1.C(N(CC)CC)C.[C:56]([O:59]CC)(=[O:58])C. The product is [CH2:1]([C:5]1[N:6]=[C:7]([CH3:27])[N:8]([C:34]2[CH:35]=[C:36]3[C:31](=[CH:32][CH:33]=2)[O:30][C:29]([CH3:42])([CH3:28])[CH2:38][CH2:37]3)[C:9](=[O:26])[C:10]=1[CH2:11][C:12]1[CH:17]=[CH:16][C:15]([C:18]2[CH:23]=[CH:22][CH:21]=[CH:20][C:19]=2[C:24]2[NH:43][C:56](=[O:58])[O:59][N:25]=2)=[CH:14][CH:13]=1)[CH2:2][CH2:3][CH3:4]. (4) The product is [ClH:58].[O:14]1[C:18]2[CH:19]=[CH:20][C:21]([CH:23]([CH2:30][C:31]3[O:35][N:34]=[C:33]([CH2:36][CH2:37][CH2:38][CH2:39][NH:13][C:9]4[CH:8]=[C:7]([N:1]5[CH2:2][CH2:3][CH2:4][CH2:5][CH2:6]5)[CH:12]=[CH:11][N:10]=4)[N:32]=3)[CH2:24][C:25]([OH:27])=[O:26])=[CH:22][C:17]=2[O:16][CH2:15]1. The catalyst is C(Cl)Cl.C1COCC1. The reactants are [N:1]1([C:7]2[CH:12]=[CH:11][N:10]=[C:9]([NH2:13])[CH:8]=2)[CH2:6][CH2:5][CH2:4][CH2:3][CH2:2]1.[O:14]1[C:18]2[CH:19]=[CH:20][C:21]([C@H:23]([CH2:30][C:31]3[O:35][N:34]=[C:33]([CH2:36][CH2:37][CH2:38][CH2:39]C=O)[N:32]=3)[CH2:24][C:25]([O:27]CC)=[O:26])=[CH:22][C:17]=2[O:16][CH2:15]1.C(O[BH-](OC(=O)C)OC(=O)C)(=O)C.[Na+].[Li+].[OH-].[ClH:58]. The yield is 0.160. (5) The yield is 0.550. The reactants are [CH3:1][O:2][C:3]([NH:5][C@H:6]([C:10]([N:12]1[C@H:17]([C:18]2[NH:22][C:21]3[C:23]4[C:28]([CH:29]=[CH:30][C:20]=3[N:19]=2)=[CH:27][C:26]2[C:31]3[C:36]([CH2:37][O:38][C:25]=2[CH:24]=4)=[CH:35][C:34]([C:39]2[NH:43][C:42]([C@@H:44]4[CH2:48][C@H:47]([CH2:49][O:50][CH3:51])[CH2:46][N:45]4C(OC(C)(C)C)=O)=[N:41][CH:40]=2)=[CH:33][CH:32]=3)[CH2:16][C@H:15]2[C@@H:13]1[CH2:14]2)=[O:11])[CH:7]([CH3:9])[CH3:8])=[O:4].Cl.[CH3:60][O:61][C:62]([NH:64][C@H:65]([C:69]1[CH:74]=[CH:73][CH:72]=[CH:71][CH:70]=1)[C:66]([OH:68])=O)=[O:63].CCN(C(C)C)C(C)C.CCOC(C(C#N)=NOC(N1CCOCC1)=[N+](C)C)=O.F[P-](F)(F)(F)(F)F. The product is [CH3:1][O:2][C:3]([NH:5][C@@H:6]([CH:7]([CH3:9])[CH3:8])[C:10]([N:12]1[C@H:17]([C:18]2[NH:22][C:21]3[C:23]4[C:28]([CH:29]=[CH:30][C:20]=3[N:19]=2)=[CH:27][C:26]2[C:31]3[C:36]([CH2:37][O:38][C:25]=2[CH:24]=4)=[CH:35][C:34]([C:39]2[NH:43][C:42]([C@@H:44]4[CH2:48][C@H:47]([CH2:49][O:50][CH3:51])[CH2:46][N:45]4[C:66](=[O:68])[C@H:65]([NH:64][C:62](=[O:63])[O:61][CH3:60])[C:69]4[CH:74]=[CH:73][CH:72]=[CH:71][CH:70]=4)=[N:41][CH:40]=2)=[CH:33][CH:32]=3)[CH2:16][C@H:15]2[C@@H:13]1[CH2:14]2)=[O:11])=[O:4]. The catalyst is C(Cl)Cl.CO.CN(C=O)C.[Li+].[OH-]. (6) The reactants are [N:1]1([S:9]([C:12]2[CH:25]=[CH:24][C:23]3[C:22](=[N:26][OH:27])[C:21]4[C:16](=[CH:17][C:18]([S:28]([N:31]5[CH2:38][CH2:37][CH2:36][CH2:35][CH2:34][CH2:33][CH2:32]5)(=[O:30])=[O:29])=[CH:19][CH:20]=4)[C:15](=[N:39][OH:40])[C:14]=3[CH:13]=2)(=[O:11])=[O:10])[CH2:8][CH2:7][CH2:6][CH2:5][CH2:4][CH2:3][CH2:2]1.[CH3:41][CH2:42][N:43]=[C:44]=[N:45][CH2:46][CH2:47][CH2:48][N:49]([CH3:51])[CH3:50].C(Cl)(Cl)[Cl:53]. No catalyst specified. The product is [ClH:53].[ClH:53].[ClH:53].[ClH:53].[CH3:50][N:49]([CH3:51])[CH2:48][CH2:47][CH2:46][N:45]=[C:44]([O:40][N:39]=[C:15]1[C:14]2[CH:13]=[C:12]([S:9]([N:1]3[CH2:8][CH2:7][CH2:6][CH2:5][CH2:4][CH2:3][CH2:2]3)(=[O:10])=[O:11])[CH:25]=[CH:24][C:23]=2[C:22](=[N:26][O:27][C:44](=[N:45][CH2:46][CH2:47][CH2:48][N:49]([CH3:51])[CH3:50])[NH:43][CH2:42][CH3:41])[C:21]2[C:16]1=[CH:17][C:18]([S:28]([N:31]1[CH2:32][CH2:33][CH2:34][CH2:35][CH2:36][CH2:37][CH2:38]1)(=[O:29])=[O:30])=[CH:19][CH:20]=2)[NH:43][CH2:42][CH3:41]. The yield is 0.680.